Dataset: Reaction yield outcomes from USPTO patents with 853,638 reactions. Task: Predict the reaction yield, written as a fraction of the theoretical maximum amount of product (1.0 means a 100% yield; for example, 0.34 means a 34% yield). (1) The yield is 0.760. The catalyst is O1CCOCC1. The reactants are [F:1][C:2]([F:8])([F:7])[CH2:3][CH2:4][CH:5]=[O:6].[Br:9]Br. The product is [Br:9][CH:4]([CH2:3][C:2]([F:8])([F:7])[F:1])[CH:5]=[O:6]. (2) The reactants are FC(F)(F)S(O[C:7]1[CH:16]=[CH:15][C:14]2[C:9](=[CH:10][CH:11]=[C:12]([C:17]3[CH:22]=[CH:21][C:20]([O:23][CH3:24])=[C:19]([C:25]45[CH2:34][CH:29]6[CH2:30][CH:31]([CH2:33][CH:27]([CH2:28]6)[CH2:26]4)[CH2:32]5)[CH:18]=3)[CH:13]=2)[CH:8]=1)(=O)=O.O.[CH3:38][N:39](C=O)C. The catalyst is CCOCC.[C-]#N.[C-]#N.[Zn+2].C1C=CC([P]([Pd]([P](C2C=CC=CC=2)(C2C=CC=CC=2)C2C=CC=CC=2)([P](C2C=CC=CC=2)(C2C=CC=CC=2)C2C=CC=CC=2)[P](C2C=CC=CC=2)(C2C=CC=CC=2)C2C=CC=CC=2)(C2C=CC=CC=2)C2C=CC=CC=2)=CC=1. The product is [C:25]12([C:19]3[CH:18]=[C:17]([C:12]4[CH:13]=[C:14]5[C:9](=[CH:10][CH:11]=4)[CH:8]=[C:7]([C:38]#[N:39])[CH:16]=[CH:15]5)[CH:22]=[CH:21][C:20]=3[O:23][CH3:24])[CH2:32][CH:31]3[CH2:30][CH:29]([CH2:28][CH:27]([CH2:33]3)[CH2:26]1)[CH2:34]2. The yield is 0.530. (3) The reactants are CN1CCOCC1.[O:8]=[C:9]([O:25][CH2:26][CH2:27][CH3:28])[CH2:10][C:11]1[C:19]2[C:14](=[CH:15][CH:16]=[CH:17][CH:18]=2)[NH:13][C:12]=1[CH2:20][CH2:21][C:22]([OH:24])=O.ClC(OCC)=O.[N+:35](=[CH2:37])=[N-:36]. The catalyst is C1COCC1. The product is [N+:35](=[CH:37][C:22](=[O:24])[CH2:21][CH2:20][C:12]1[NH:13][C:14]2[C:19]([C:11]=1[CH2:10][C:9]([O:25][CH2:26][CH2:27][CH3:28])=[O:8])=[CH:18][CH:17]=[CH:16][CH:15]=2)=[N-:36]. The yield is 0.630. (4) The reactants are [CH2:1]([O:8][C:9]([N:11]1[CH2:15][CH:14]([OH:16])[CH2:13][CH:12]1[CH2:17][C:18]1[C:26]2[C:21](=[CH:22][C:23]([F:27])=[CH:24][CH:25]=2)[NH:20][CH:19]=1)=[O:10])[C:2]1[CH:7]=[CH:6][CH:5]=[CH:4][CH:3]=1.[C:28](OC(=O)C)(=[O:30])[CH3:29]. The catalyst is CN(C1C=CN=CC=1)C.C(Cl)Cl. The product is [CH2:1]([O:8][C:9]([N:11]1[CH2:15][CH:14]([O:16][C:28](=[O:30])[CH3:29])[CH2:13][CH:12]1[CH2:17][C:18]1[C:26]2[C:21](=[CH:22][C:23]([F:27])=[CH:24][CH:25]=2)[NH:20][CH:19]=1)=[O:10])[C:2]1[CH:7]=[CH:6][CH:5]=[CH:4][CH:3]=1. The yield is 0.630. (5) The product is [CH2:1]([O:3][C:4](=[O:22])[C:5]([CH3:21])([O:14][C:15]1[CH:20]=[CH:19][CH:18]=[CH:17][CH:16]=1)[CH2:6][C:7]1[CH:12]=[CH:11][C:10]([O:13][CH2:25][CH:24]=[CH2:23])=[CH:9][CH:8]=1)[CH3:2]. The yield is 0.840. The reactants are [CH2:1]([O:3][C:4](=[O:22])[C:5]([CH3:21])([O:14][C:15]1[CH:20]=[CH:19][CH:18]=[CH:17][CH:16]=1)[CH2:6][C:7]1[CH:12]=[CH:11][C:10]([OH:13])=[CH:9][CH:8]=1)[CH3:2].[CH2:23](Br)[CH:24]=[CH2:25].C(=O)([O-])[O-].[K+].[K+]. The catalyst is C(C(C)=O)C. (6) The reactants are [NH2:1][C:2]1[C:3]([NH:13][CH2:14][CH2:15][CH2:16][OH:17])=[C:4]([CH:9]=[CH:10][C:11]=1[Cl:12])[C:5]([O:7][CH3:8])=[O:6].[Cl:18][C:19]1[CH:24]=[C:23]([Cl:25])[CH:22]=[C:21]([Cl:26])[C:20]=1[N:27]=[C:28]=[S:29]. No catalyst specified. The product is [Cl:12][C:11]1[CH:10]=[CH:9][C:4]([C:5]([O:7][CH3:8])=[O:6])=[C:3]([NH:13][CH2:14][CH2:15][CH2:16][OH:17])[C:2]=1[NH:1][C:28](=[S:29])[NH:27][C:20]1[C:21]([Cl:26])=[CH:22][C:23]([Cl:25])=[CH:24][C:19]=1[Cl:18]. The yield is 0.740. (7) The reactants are [OH:1][C:2]1[CH:3]=[C:4]([C:18]2([C:22]([O:24][CH3:25])=[O:23])[CH2:21][CH2:20][CH2:19]2)[CH:5]=[C:6]([C:8]2[CH:13]=[CH:12][C:11]([C:14]([F:17])([F:16])[F:15])=[CH:10][CH:9]=2)[CH:7]=1.C([O-])([O-])=O.[K+].[K+].[F:32][C:33]([F:37])([F:36])[CH2:34]I. The catalyst is CN(C=O)C. The product is [F:32][C:33]([F:37])([F:36])[CH2:34][O:1][C:2]1[CH:3]=[C:4]([C:18]2([C:22]([O:24][CH3:25])=[O:23])[CH2:21][CH2:20][CH2:19]2)[CH:5]=[C:6]([C:8]2[CH:13]=[CH:12][C:11]([C:14]([F:15])([F:16])[F:17])=[CH:10][CH:9]=2)[CH:7]=1. The yield is 0.450.